Dataset: Forward reaction prediction with 1.9M reactions from USPTO patents (1976-2016). Task: Predict the product of the given reaction. Given the reactants [C:1]([C:3]1[CH:8]=[CH:7][C:6]([C:9]([CH3:16])([CH3:15])[C:10]([O:12][CH2:13][CH3:14])=[O:11])=[CH:5][CH:4]=1)#[N:2].[ClH:17], predict the reaction product. The product is: [ClH:17].[NH2:2][CH2:1][C:3]1[CH:4]=[CH:5][C:6]([C:9]([CH3:15])([CH3:16])[C:10]([O:12][CH2:13][CH3:14])=[O:11])=[CH:7][CH:8]=1.